This data is from Forward reaction prediction with 1.9M reactions from USPTO patents (1976-2016). The task is: Predict the product of the given reaction. (1) Given the reactants C([CH:3]([CH2:6][CH2:7][CH2:8][CH3:9])[CH:4]=[O:5])C.[H][H].[CH2:12]1COC[CH2:13]1, predict the reaction product. The product is: [CH2:12]([CH:4]([OH:5])[CH2:3][CH2:6][CH2:7][CH2:8][CH3:9])[CH3:13]. (2) Given the reactants [C:1]([C:5]1[CH:10]=[C:9]([C:11]2[O:12][CH:13]=[C:14]([CH2:16][CH2:17][N:18]([CH3:22])[CH2:19][C:20]#C)[N:15]=2)[CH:8]=[C:7]([C:23]([CH3:26])([CH3:25])[CH3:24])[C:6]=1[OH:27])([CH3:4])([CH3:3])[CH3:2].C[NH:29]CC#N.CNCC#C, predict the reaction product. The product is: [C:23]([C:7]1[CH:8]=[C:9]([C:11]2[O:12][CH:13]=[C:14]([CH2:16][CH2:17][N:18]([CH2:19][C:20]#[N:29])[CH3:22])[N:15]=2)[CH:10]=[C:5]([C:1]([CH3:3])([CH3:2])[CH3:4])[C:6]=1[OH:27])([CH3:26])([CH3:24])[CH3:25].